Predict the product of the given reaction. From a dataset of Forward reaction prediction with 1.9M reactions from USPTO patents (1976-2016). (1) Given the reactants C[O:2][C:3]([C:5]1[N:6]([CH3:41])[C:7]([S:10]([N:13]2[CH2:18][CH2:17][C:16]([CH2:35][CH2:36][O:37]C(=O)C)([S:19][C:20]3[CH:25]=[C:24]([C:26]([CH3:29])([CH3:28])[CH3:27])[C:23]([OH:30])=[C:22]([C:31]([CH3:34])([CH3:33])[CH3:32])[CH:21]=3)[CH2:15][CH2:14]2)(=[O:12])=[O:11])=[CH:8][CH:9]=1)=O.[H-].[H-].[H-].[H-].[Li+].[Al+3], predict the reaction product. The product is: [C:26]([C:24]1[CH:25]=[C:20]([S:19][C:16]2([CH2:35][CH2:36][OH:37])[CH2:17][CH2:18][N:13]([S:10]([C:7]3[N:6]([CH3:41])[C:5]([CH2:3][OH:2])=[CH:9][CH:8]=3)(=[O:12])=[O:11])[CH2:14][CH2:15]2)[CH:21]=[C:22]([C:31]([CH3:34])([CH3:33])[CH3:32])[C:23]=1[OH:30])([CH3:29])([CH3:28])[CH3:27]. (2) Given the reactants [ClH:1].CCOC(C)=O.[C:8]([C:11]1[CH:12]=[CH:13][C:14]([N:17]2[CH2:22][CH2:21][CH:20]([NH:23]C(=O)OC(C)(C)C)[CH2:19][CH2:18]2)=[N:15][CH:16]=1)(=[O:10])[NH2:9], predict the reaction product. The product is: [ClH:1].[NH2:23][CH:20]1[CH2:19][CH2:18][N:17]([C:14]2[CH:13]=[CH:12][C:11]([C:8]([NH2:9])=[O:10])=[CH:16][N:15]=2)[CH2:22][CH2:21]1. (3) Given the reactants [NH2:1][C:2]1[CH:11]=[CH:10][C:5]([C:6]([NH:8][CH3:9])=[O:7])=[C:4]([NH:12][C:13]2[C:18]([Cl:19])=[CH:17][N:16]=[C:15]([Cl:20])[N:14]=2)[CH:3]=1.[C:21](OC(=O)C)(=[O:23])[CH3:22].C1COCC1.C(O)(=O)C, predict the reaction product. The product is: [C:21]([NH:1][C:2]1[CH:11]=[CH:10][C:5]([C:6]([NH:8][CH3:9])=[O:7])=[C:4]([NH:12][C:13]2[C:18]([Cl:19])=[CH:17][N:16]=[C:15]([Cl:20])[N:14]=2)[CH:3]=1)(=[O:23])[CH3:22]. (4) Given the reactants [CH3:1][C:2]1[CH:20]=[CH:19][C:5]([C:6]([NH:8][CH:9]2[C:14]([CH3:16])([CH3:15])[CH:13]3[CH2:17][C:10]2([CH3:18])[CH2:11][CH2:12]3)=[O:7])=[CH:4][C:3]=1[S:21]([N:24]1[CH2:29][CH2:28][NH:27][CH2:26][CH2:25]1)(=[O:23])=[O:22].[CH3:30][S:31](Cl)(=[O:33])=[O:32], predict the reaction product. The product is: [CH3:30][S:31]([N:27]1[CH2:28][CH2:29][N:24]([S:21]([C:3]2[CH:4]=[C:5]([CH:19]=[CH:20][C:2]=2[CH3:1])[C:6]([NH:8][CH:9]2[C:14]([CH3:15])([CH3:16])[CH:13]3[CH2:17][C:10]2([CH3:18])[CH2:11][CH2:12]3)=[O:7])(=[O:23])=[O:22])[CH2:25][CH2:26]1)(=[O:33])=[O:32]. (5) Given the reactants [C:1]([O:5][C:6]([NH:8][C@H:9]([CH2:29][O:30][C:31]1[CH:36]=[CH:35][C:34]([C:37]#[N:38])=[CH:33][CH:32]=1)[CH2:10][N:11]1[CH2:15][CH:14]2[CH2:16][N:17](C(OCC3C=CC=CC=3)=O)[CH2:18][CH:13]2[CH2:12]1)=[O:7])([CH3:4])([CH3:3])[CH3:2], predict the reaction product. The product is: [C:37]([C:34]1[CH:33]=[CH:32][C:31]([O:30][CH2:29][C@@H:9]([NH:8][C:6](=[O:7])[O:5][C:1]([CH3:3])([CH3:4])[CH3:2])[CH2:10][N:11]2[CH2:12][CH:13]3[CH:14]([CH2:16][NH:17][CH2:18]3)[CH2:15]2)=[CH:36][CH:35]=1)#[N:38]. (6) Given the reactants [Cl:1][C:2]1[CH:7]=[CH:6][C:5](/[CH:8]=[CH:9]/[C:10]([N:12]2[CH2:17][CH2:16][CH:15]([C:18]([NH:20][NH2:21])=[O:19])[CH2:14][CH2:13]2)=[O:11])=[C:4]([CH2:22][N:23]2[N:27]=[N:26][C:25]([CH3:28])=[N:24]2)[CH:3]=1.[N:29]1([CH2:35][C:36](O)=O)[CH2:34][CH2:33][CH2:32][CH2:31][CH2:30]1, predict the reaction product. The product is: [Cl:1][C:2]1[CH:7]=[CH:6][C:5](/[CH:8]=[CH:9]/[C:10]([N:12]2[CH2:17][CH2:16][CH:15]([C:18]3[O:19][C:36]([CH2:35][N:29]4[CH2:34][CH2:33][CH2:32][CH2:31][CH2:30]4)=[N:21][N:20]=3)[CH2:14][CH2:13]2)=[O:11])=[C:4]([CH2:22][N:23]2[N:27]=[N:26][C:25]([CH3:28])=[N:24]2)[CH:3]=1.